The task is: Predict the reaction yield, written as a fraction of the theoretical maximum amount of product (1.0 means a 100% yield; for example, 0.34 means a 34% yield).. This data is from Reaction yield outcomes from USPTO patents with 853,638 reactions. The reactants are C([N:8]([CH:18]1[CH2:23][CH2:22][CH2:21][CH2:20][CH2:19]1)[CH2:9][C:10]([F:17])([CH3:16])[C:11]([O:13][CH2:14][CH3:15])=[O:12])C1C=CC=CC=1.C(O)(C(F)(F)F)=O. The catalyst is C(O)C.[OH-].[OH-].[Pd+2]. The product is [CH:18]1([NH:8][CH2:9][C:10]([F:17])([CH3:16])[C:11]([O:13][CH2:14][CH3:15])=[O:12])[CH2:19][CH2:20][CH2:21][CH2:22][CH2:23]1. The yield is 0.950.